Predict the product of the given reaction. From a dataset of Forward reaction prediction with 1.9M reactions from USPTO patents (1976-2016). Given the reactants [Cl:1][C:2]1[CH:9]=[C:8]([F:10])[C:5]([CH:6]=[O:7])=[C:4](F)[CH:3]=1.[C:12]([O:16][C:17]([N:19]1[CH2:22][CH:21]([OH:23])[CH2:20]1)=[O:18])([CH3:15])([CH3:14])[CH3:13].[H-].[Na+].O, predict the reaction product. The product is: [C:12]([O:16][C:17]([N:19]1[CH2:22][CH:21]([O:23][C:4]2[CH:3]=[C:2]([Cl:1])[CH:9]=[C:8]([F:10])[C:5]=2[CH:6]=[O:7])[CH2:20]1)=[O:18])([CH3:15])([CH3:13])[CH3:14].